This data is from Forward reaction prediction with 1.9M reactions from USPTO patents (1976-2016). The task is: Predict the product of the given reaction. (1) Given the reactants [CH3:1][N:2]([CH3:7])[CH2:3][C:4](O)=[O:5].[NH2:8][CH2:9][C@H:10]([CH3:38])[O:11][C:12]1[CH:21]=[CH:20][CH:19]=[C:18]2[C:13]=1[C:14]([NH:22][C:23]1[CH:28]=[CH:27][C:26]([O:29][CH2:30][C:31]3[CH:36]=[CH:35][CH:34]=[CH:33][N:32]=3)=[C:25]([Cl:37])[CH:24]=1)=[N:15][CH:16]=[N:17]2, predict the reaction product. The product is: [Cl:37][C:25]1[CH:24]=[C:23]([NH:22][C:14]2[C:13]3[C:18](=[CH:19][CH:20]=[CH:21][C:12]=3[O:11][C@@H:10]([CH3:38])[CH2:9][NH:8][C:4](=[O:5])[CH2:3][N:2]([CH3:7])[CH3:1])[N:17]=[CH:16][N:15]=2)[CH:28]=[CH:27][C:26]=1[O:29][CH2:30][C:31]1[CH:36]=[CH:35][CH:34]=[CH:33][N:32]=1. (2) The product is: [OH:8][CH2:9][C:10]1[N:11]=[C:12]([C:15]2[CH:16]=[CH:17][C:18]([C:19]([O:21][CH3:22])=[O:20])=[CH:23][CH:24]=2)[S:13][CH:14]=1. Given the reactants [Si]([O:8][CH2:9][C:10]1[N:11]=[C:12]([C:15]2[CH:24]=[CH:23][C:18]([C:19]([O:21][CH3:22])=[O:20])=[CH:17][CH:16]=2)[S:13][CH:14]=1)(C(C)(C)C)(C)C.F.F.F.C(N(CC)CC)C, predict the reaction product.